This data is from Peptide-MHC class I binding affinity with 185,985 pairs from IEDB/IMGT. The task is: Regression. Given a peptide amino acid sequence and an MHC pseudo amino acid sequence, predict their binding affinity value. This is MHC class I binding data. (1) The peptide sequence is SLPACPEII. The MHC is HLA-A02:01 with pseudo-sequence HLA-A02:01. The binding affinity (normalized) is 0.425. (2) The peptide sequence is FMRERQLPQ. The MHC is HLA-B08:01 with pseudo-sequence HLA-B08:01. The binding affinity (normalized) is 0.611. (3) The peptide sequence is FKRKGGIGGY. The MHC is HLA-B40:01 with pseudo-sequence HLA-B40:01. The binding affinity (normalized) is 0.